From a dataset of Full USPTO retrosynthesis dataset with 1.9M reactions from patents (1976-2016). Predict the reactants needed to synthesize the given product. (1) Given the product [NH2:8][CH2:9][CH2:10][CH2:11][N:12]1[CH:16]=[C:15]([CH2:17][O:18][C:19]2[CH:56]=[C:55]([C:57]([N:59]([CH2:61][C:62]3[C:75]4[C:70](=[CH:71][CH:72]=[CH:73][CH:74]=4)[C:69]([CH2:76][N:77]([CH2:79][C:80]4[CH:85]=[CH:84][CH:83]=[CH:82][C:81]=4[B:86]([OH:88])[OH:87])[CH3:78])=[C:68]4[C:63]=3[CH:64]=[CH:65][CH:66]=[CH:67]4)[CH3:60])=[O:58])[CH:54]=[CH:53][C:20]=2[C:21]([N:23]([CH2:25][C:26]2[C:39]3[C:34](=[CH:35][CH:36]=[CH:37][CH:38]=3)[C:33]([CH2:40][N:41]([CH2:43][C:44]3[CH:49]=[CH:48][CH:47]=[CH:46][C:45]=3[B:50]([OH:52])[OH:51])[CH3:42])=[C:32]3[C:27]=2[CH:28]=[CH:29][CH:30]=[CH:31]3)[CH3:24])=[O:22])[N:14]=[N:13]1, predict the reactants needed to synthesize it. The reactants are: C(OC([NH:8][CH2:9][CH2:10][CH2:11][N:12]1[CH:16]=[C:15]([CH2:17][O:18][C:19]2[CH:56]=[C:55]([C:57]([N:59]([CH2:61][C:62]3[C:75]4[C:70](=[CH:71][CH:72]=[CH:73][CH:74]=4)[C:69]([CH2:76][N:77]([CH2:79][C:80]4[CH:85]=[CH:84][CH:83]=[CH:82][C:81]=4[B:86]([OH:88])[OH:87])[CH3:78])=[C:68]4[C:63]=3[CH:64]=[CH:65][CH:66]=[CH:67]4)[CH3:60])=[O:58])[CH:54]=[CH:53][C:20]=2[C:21]([N:23]([CH2:25][C:26]2[C:39]3[C:34](=[CH:35][CH:36]=[CH:37][CH:38]=3)[C:33]([CH2:40][N:41]([CH2:43][C:44]3[CH:49]=[CH:48][CH:47]=[CH:46][C:45]=3[B:50]([OH:52])[OH:51])[CH3:42])=[C:32]3[C:27]=2[CH:28]=[CH:29][CH:30]=[CH:31]3)[CH3:24])=[O:22])[N:14]=[N:13]1)=O)(C)(C)C.FC(F)(F)C(O)=O. (2) Given the product [ClH:14].[ClH:14].[CH3:15][O:16][C:17]1[CH:18]=[C:19]([C:25]2[C@@H:34]3[C@@H:29]([CH2:30][CH:31]=[CH:32][CH2:33]3)[C:28](=[O:35])[N:27]([CH:36]3[CH2:41][CH2:40][N:39]([CH2:2][C:3]4[CH:8]=[CH:7][C:6]([C:9]5[N:10]=[N:11][S:12][CH:13]=5)=[CH:5][CH:4]=4)[CH2:38][CH2:37]3)[N:26]=2)[CH:20]=[CH:21][C:22]=1[O:23][CH3:24], predict the reactants needed to synthesize it. The reactants are: Br[CH2:2][C:3]1[CH:8]=[CH:7][C:6]([C:9]2[N:10]=[N:11][S:12][CH:13]=2)=[CH:5][CH:4]=1.[ClH:14].[CH3:15][O:16][C:17]1[CH:18]=[C:19]([C:25]2[C@@H:34]3[C@@H:29]([CH2:30][CH:31]=[CH:32][CH2:33]3)[C:28](=[O:35])[N:27]([CH:36]3[CH2:41][CH2:40][N:39](CC4C=C5C(C=CC(=O)O5)=CC=4)[CH2:38][CH2:37]3)[N:26]=2)[CH:20]=[CH:21][C:22]=1[O:23][CH3:24]. (3) Given the product [CH:5]1[CH:6]=[C:2]([CH2:13][C:12]2[NH:8][CH:9]=[CH:10][CH:11]=2)[NH:3][CH:4]=1, predict the reactants needed to synthesize it. The reactants are: S1[CH:5]=[CH:4][N:3]=[C:2]1[CH:6]=O.[NH:8]1[CH:12]=[CH:11][CH:10]=[CH:9]1.[C:13](O)(C(F)(F)F)=O. (4) Given the product [OH:42][C:36]([C:38]([F:41])([F:40])[F:39])=[O:37].[C@H:7]12[CH2:12][C@H:10]([NH:9][CH2:8]1)[CH2:11][N:6]2[C:4]([C:3]1[CH:20]=[C:21]([CH:22]=[CH:23][C:2]=1[F:1])[CH2:24][C:25]1[C:34]2[C:29](=[CH:30][CH:31]=[CH:32][CH:33]=2)[C:28](=[O:35])[NH:27][N:26]=1)=[O:5], predict the reactants needed to synthesize it. The reactants are: [F:1][C:2]1[CH:23]=[CH:22][C:21]([CH2:24][C:25]2[C:34]3[C:29](=[CH:30][CH:31]=[CH:32][CH:33]=3)[C:28](=[O:35])[NH:27][N:26]=2)=[CH:20][C:3]=1[C:4]([N:6]1[CH2:11][C@@H:10]2[CH2:12][C@H:7]1[CH2:8][N:9]2C(OC(C)(C)C)=O)=[O:5].[C:36]([OH:42])([C:38]([F:41])([F:40])[F:39])=[O:37]. (5) The reactants are: C(=O)([O-])[O-].[Cs+].[Cs+].[Si:7]([O:14][CH2:15][CH2:16][C@@H:17]([C:31]1[CH:36]=[CH:35][C:34]([Cl:37])=[C:33]([Cl:38])[CH:32]=1)[CH2:18][NH:19][C:20](=[O:30])[C:21]1[CH:26]=[CH:25][CH:24]=[C:23]([C:27]#[N:28])[C:22]=1[OH:29])([C:10]([CH3:13])([CH3:12])[CH3:11])([CH3:9])[CH3:8].Br[CH2:40][C@H:41]([CH3:44])[CH2:42][OH:43].[Na+].[Cl-]. Given the product [Si:7]([O:14][CH2:15][CH2:16][C@@H:17]([C:31]1[CH:36]=[CH:35][C:34]([Cl:37])=[C:33]([Cl:38])[CH:32]=1)[CH2:18][NH:19][C:20](=[O:30])[C:21]1[CH:26]=[CH:25][CH:24]=[C:23]([C:27]#[N:28])[C:22]=1[O:29][CH2:40][C@H:41]([CH3:44])[CH2:42][OH:43])([C:10]([CH3:13])([CH3:12])[CH3:11])([CH3:9])[CH3:8], predict the reactants needed to synthesize it. (6) Given the product [NH2:1][C:2]1[N:6]([C:7]2[C:12]([CH3:13])=[CH:11][CH:10]=[CH:9][C:8]=2[CH3:14])[N:5]=[CH:4][C:3]=1[C:15]([NH2:16])=[O:17], predict the reactants needed to synthesize it. The reactants are: [NH2:1][C:2]1[N:6]([C:7]2[C:12]([CH3:13])=[CH:11][CH:10]=[CH:9][C:8]=2[CH3:14])[N:5]=[CH:4][C:3]=1[C:15]#[N:16].[OH:17]O.N. (7) Given the product [S:7]([C:1]1[CH:6]=[CH:5][CH:4]=[CH:3][CH:2]=1)([OH:10])(=[O:9])=[O:8].[Cl:11][C:12]1[CH:31]=[CH:30][C:15]([O:16][C@@H:17]([C:24]2[CH:29]=[CH:28][CH:27]=[CH:26][CH:25]=2)[C@H:18]2[O:23][CH2:22][CH2:21][NH:20][CH2:19]2)=[C:14]([O:32][CH3:33])[CH:13]=1, predict the reactants needed to synthesize it. The reactants are: [C:1]1([S:7]([OH:10])(=[O:9])=[O:8])[CH:6]=[CH:5][CH:4]=[CH:3][CH:2]=1.[Cl:11][C:12]1[CH:31]=[CH:30][C:15]([O:16][C@@H:17]([C:24]2[CH:29]=[CH:28][CH:27]=[CH:26][CH:25]=2)[C@H:18]2[O:23][CH2:22][CH2:21][NH:20][CH2:19]2)=[C:14]([O:32][CH3:33])[CH:13]=1. (8) Given the product [NH2:1][C:2]1[C:11]2=[N:12][N:13]([CH2:20][CH2:21][O:22][CH3:23])[C:14]([CH2:15][C:16]([CH3:19])([OH:18])[CH3:17])=[C:10]2[C:9]2[CH2:8][CH2:7][CH2:6][CH2:5][C:4]=2[N:3]=1, predict the reactants needed to synthesize it. The reactants are: [NH2:1][C:2]1[C:11]2=[N:12][N:13]([CH2:20][CH2:21][O:22][CH3:23])[C:14]([CH2:15][C:16]([CH3:19])([OH:18])[CH3:17])=[C:10]2[C:9]2[CH:8]=[CH:7][CH:6]=[CH:5][C:4]=2[N:3]=1. (9) Given the product [Br:6][C:7]1[CH:11]=[C:10]([C:12]2[O:14][C:37](=[O:36])[C:32]3[CH:31]=[C:30]([Cl:29])[CH:41]=[C:40]([CH3:42])[C:33]=3[N:34]=2)[N:9]([C:15]2[C:20]([Cl:21])=[CH:19][CH:18]=[CH:17][N:16]=2)[N:8]=1, predict the reactants needed to synthesize it. The reactants are: CS(Cl)(=O)=O.[Br:6][C:7]1[CH:11]=[C:10]([C:12]([OH:14])=O)[N:9]([C:15]2[C:20]([Cl:21])=[CH:19][CH:18]=[CH:17][N:16]=2)[N:8]=1.N1C=CC=C(C)C=1.[Cl:29][C:30]1[CH:41]=[C:40]([CH3:42])[C:33]2[NH:34]C(=O)[O:36][C:37](=O)[C:32]=2[CH:31]=1. (10) The reactants are: C(N)(=S)C1C=CC=CC=1.[S:10]1[C:14]2[CH:15]=[CH:16][CH:17]=[CH:18][C:13]=2[N:12]=[CH:11]1.[Fe-3:19]([C:30]#[N:31])([C:28]#[N:29])([C:26]#[N:27])([C:24]#[N:25])([C:22]#[N:23])[C:20]#[N:21].[K+:32].[K+].[K+].[OH-].[Na+]. Given the product [S:10]1[C:14]2[CH:15]=[CH:16][CH:17]=[CH:18][C:13]=2[N:12]=[CH:11]1.[Fe-3:19]([C:28]#[N:29])([C:24]#[N:25])([C:20]#[N:21])([C:22]#[N:23])([C:26]#[N:27])[C:30]#[N:31].[K+:32].[K+:32].[K+:32], predict the reactants needed to synthesize it.